Dataset: NCI-60 drug combinations with 297,098 pairs across 59 cell lines. Task: Regression. Given two drug SMILES strings and cell line genomic features, predict the synergy score measuring deviation from expected non-interaction effect. (1) Drug 1: CC1OCC2C(O1)C(C(C(O2)OC3C4COC(=O)C4C(C5=CC6=C(C=C35)OCO6)C7=CC(=C(C(=C7)OC)O)OC)O)O. Drug 2: C1=NC2=C(N=C(N=C2N1C3C(C(C(O3)CO)O)O)F)N. Cell line: K-562. Synergy scores: CSS=38.6, Synergy_ZIP=4.47, Synergy_Bliss=-0.542, Synergy_Loewe=-10.9, Synergy_HSA=1.08. (2) Drug 1: C1=NC(=NC(=O)N1C2C(C(C(O2)CO)O)O)N. Drug 2: CC1C(C(CC(O1)OC2CC(OC(C2O)C)OC3=CC4=CC5=C(C(=O)C(C(C5)C(C(=O)C(C(C)O)O)OC)OC6CC(C(C(O6)C)O)OC7CC(C(C(O7)C)O)OC8CC(C(C(O8)C)O)(C)O)C(=C4C(=C3C)O)O)O)O. Cell line: SN12C. Synergy scores: CSS=53.3, Synergy_ZIP=-2.89, Synergy_Bliss=5.11, Synergy_Loewe=-5.25, Synergy_HSA=2.96. (3) Drug 1: CC(C)(C#N)C1=CC(=CC(=C1)CN2C=NC=N2)C(C)(C)C#N. Drug 2: C1CN(CCN1C(=O)CCBr)C(=O)CCBr. Cell line: MCF7. Synergy scores: CSS=12.1, Synergy_ZIP=-1.95, Synergy_Bliss=3.68, Synergy_Loewe=5.98, Synergy_HSA=4.81. (4) Drug 1: C1=CC(=CC=C1CCC2=CNC3=C2C(=O)NC(=N3)N)C(=O)NC(CCC(=O)O)C(=O)O. Drug 2: CC1=C2C(C(=O)C3(C(CC4C(C3C(C(C2(C)C)(CC1OC(=O)C(C(C5=CC=CC=C5)NC(=O)OC(C)(C)C)O)O)OC(=O)C6=CC=CC=C6)(CO4)OC(=O)C)O)C)O. Cell line: IGROV1. Synergy scores: CSS=38.0, Synergy_ZIP=-7.77, Synergy_Bliss=-1.67, Synergy_Loewe=-2.64, Synergy_HSA=2.02. (5) Drug 1: C1=CC=C(C(=C1)C(C2=CC=C(C=C2)Cl)C(Cl)Cl)Cl. Drug 2: CN(CC1=CN=C2C(=N1)C(=NC(=N2)N)N)C3=CC=C(C=C3)C(=O)NC(CCC(=O)O)C(=O)O. Cell line: ACHN. Synergy scores: CSS=23.6, Synergy_ZIP=0.235, Synergy_Bliss=-0.238, Synergy_Loewe=-22.5, Synergy_HSA=-1.74.